This data is from Forward reaction prediction with 1.9M reactions from USPTO patents (1976-2016). The task is: Predict the product of the given reaction. Given the reactants [OH-].[K+].[CH3:3][O:4][C:5]1[CH:6]=[CH:7][C:8]2[N:9]([N:11]=[C:12]([C:25]3[CH:30]=[CH:29][CH:28]=[CH:27][CH:26]=3)[C:13]=2[CH2:14][C:15]2[CH:16]=[C:17]([CH:22]=[CH:23][CH:24]=2)[C:18]([O:20]C)=[O:19])[CH:10]=1.Cl, predict the reaction product. The product is: [CH3:3][O:4][C:5]1[CH:6]=[CH:7][C:8]2[N:9]([N:11]=[C:12]([C:25]3[CH:30]=[CH:29][CH:28]=[CH:27][CH:26]=3)[C:13]=2[CH2:14][C:15]2[CH:16]=[C:17]([CH:22]=[CH:23][CH:24]=2)[C:18]([OH:20])=[O:19])[CH:10]=1.